Dataset: Full USPTO retrosynthesis dataset with 1.9M reactions from patents (1976-2016). Task: Predict the reactants needed to synthesize the given product. (1) Given the product [CH3:12][C:13]1[N:17]([CH2:7][C:6]2[CH:9]=[CH:10][CH:11]=[C:4]([N+:1]([O-:3])=[O:2])[CH:5]=2)[C:16]([CH3:18])=[CH:15][N:14]=1, predict the reactants needed to synthesize it. The reactants are: [N+:1]([C:4]1[CH:5]=[C:6]([CH:9]=[CH:10][CH:11]=1)[CH2:7]Br)([O-:3])=[O:2].[CH3:12][C:13]1[N:14](C(=O)C)[CH:15]=[C:16]([CH3:18])[N:17]=1. (2) Given the product [Cl:43][C:10]1[CH:28]=[C:27]([F:29])[C:26]([N:30]2[C:35](=[O:36])[CH:34]=[C:33]([C:37]([F:40])([F:39])[F:38])[N:32]([CH3:41])[C:31]2=[O:42])=[CH:25][C:11]=1[O:12][C:13]1[C:14]([O:19][CH2:20][C:21]([O:23][CH3:24])=[O:22])=[N:15][CH:16]=[CH:17][CH:18]=1, predict the reactants needed to synthesize it. The reactants are: N(OCCC(C)C)=O.N[C:10]1[CH:28]=[C:27]([F:29])[C:26]([N:30]2[C:35](=[O:36])[CH:34]=[C:33]([C:37]([F:40])([F:39])[F:38])[N:32]([CH3:41])[C:31]2=[O:42])=[CH:25][C:11]=1[O:12][C:13]1[C:14]([O:19][CH2:20][C:21]([O:23][CH3:24])=[O:22])=[N:15][CH:16]=[CH:17][CH:18]=1.[ClH:43].